This data is from Forward reaction prediction with 1.9M reactions from USPTO patents (1976-2016). The task is: Predict the product of the given reaction. (1) Given the reactants [Br:1][C:2]1[C:11]2[C:6](=[CH:7][CH:8]=[CH:9][CH:10]=2)[C:5]([C:12](=[N:14][OH:15])[O-])=[CH:4][CH:3]=1.ClN1C(=O)CCC1=O.[Cl:24][C:25]1[CH:30]=[C:29]([C:31]([C:33]([F:36])([F:35])[F:34])=[CH2:32])[CH:28]=[C:27]([Cl:37])[CH:26]=1.C(N(CC)CC)C, predict the reaction product. The product is: [Br:1][C:2]1[C:11]2[C:6](=[CH:7][CH:8]=[CH:9][CH:10]=2)[C:5]([C:12]2[CH2:32][C:31]([C:29]3[CH:28]=[C:27]([Cl:37])[CH:26]=[C:25]([Cl:24])[CH:30]=3)([C:33]([F:34])([F:36])[F:35])[O:15][N:14]=2)=[CH:4][CH:3]=1. (2) Given the reactants [CH3:1][C:2]1[CH:3]=[C:4]2[C:9](=[CH:10][C:11]=1OS(C(F)(F)F)(=O)=O)[O:8][CH:7]([C:20]([F:23])([F:22])[F:21])[C:6]([C:24]([O:26]CC)=[O:25])=[CH:5]2.[C:29](=O)([O-])[O-].[K+].[K+].CN(C=O)C.O.[OH-].[Li+], predict the reaction product. The product is: [CH3:1][C:2]1[CH:3]=[C:4]2[C:9](=[CH:10][C:11]=1[CH3:29])[O:8][CH:7]([C:20]([F:23])([F:21])[F:22])[C:6]([C:24]([OH:26])=[O:25])=[CH:5]2. (3) Given the reactants [CH3:1][C:2]([CH2:5][CH2:6][CH2:7][CH2:8][CH2:9][C:10]([O-])=[O:11])(C)[CH3:3].[CH3:13][C:14]([CH2:17][CH2:18][CH2:19][CH2:20][CH2:21][C:22]([O-])=[O:23])(C)[CH3:15].[CH2:25]1[CH2:30][CH:29]([NH2:31])[CH:28]([NH2:32])[CH2:27][CH2:26]1.[Pt+2:33].[Pt].NC1(N)CCCCC1.[CH3:43][OH:44], predict the reaction product. The product is: [CH3:10][CH2:9][CH2:8][CH2:7][CH2:6][CH2:5][C:2]([C:43]([OH:23])=[O:44])([CH3:3])[CH3:1].[CH3:22][CH2:21][CH2:20][CH2:19][CH2:18][CH2:17][C:14]([C:43]([OH:11])=[O:44])([CH3:15])[CH3:13].[CH2:25]1[CH2:30][C@@H:29]([NH2:31])[C@H:28]([NH2:32])[CH2:27][CH2:26]1.[Pt:33]. (4) Given the reactants [NH2:1][C:2]1[CH:6]=[CH:5][S:4][C:3]=1[C:7]([O:9][CH3:10])=[O:8].N1C=CC=CC=1.[F:17][C:18]([F:29])([F:28])[C:19](O[C:19](=[O:20])[C:18]([F:29])([F:28])[F:17])=[O:20], predict the reaction product. The product is: [F:17][C:18]([F:29])([F:28])[C:19]([NH:1][C:2]1[CH:6]=[CH:5][S:4][C:3]=1[C:7]([O:9][CH3:10])=[O:8])=[O:20].